Dataset: Catalyst prediction with 721,799 reactions and 888 catalyst types from USPTO. Task: Predict which catalyst facilitates the given reaction. (1) Reactant: Cl.[Cl:2][C:3]1[CH:11]=[C:10]2[C:6]([CH2:7][CH2:8][C@H:9]2[NH2:12])=[C:5]([F:13])[CH:4]=1.[CH:14]([C:16]1[CH:17]=[N:18][CH:19]=[CH:20][CH:21]=1)=O.C([O:25][C:26]1[C:27](=[CH:31][CH:32]=[CH:33][CH:34]=1)[C:28]([OH:30])=O)(=O)C.C1(C2CCC([N+:47]#[C-:48])=CC2)C=CC=CC=1.C[OH:50]. Product: [C:48]([C@@H:14]([C:16]1[CH:17]=[N:18][CH:19]=[CH:20][CH:21]=1)[N:12]([C@H:9]1[C:10]2[C:6](=[C:5]([F:13])[CH:4]=[C:3]([Cl:2])[CH:11]=2)[CH2:7][CH2:8]1)[C:28](=[O:30])[C:27]1[CH:31]=[CH:32][CH:33]=[CH:34][C:26]=1[OH:25])(=[O:50])[NH2:47]. The catalyst class is: 66. (2) Reactant: Cl[C:2]([O:4][CH2:5][C:6]1[CH:11]=[CH:10][CH:9]=[CH:8][CH:7]=1)=[O:3].[NH2:12][C@@H:13]1[CH2:41][N:16]2[C@H:17]([CH:28]([C:35]3[CH:40]=[CH:39][CH:38]=[CH:37][CH:36]=3)[C:29]3[CH:34]=[CH:33][CH:32]=[CH:31][CH:30]=3)[CH2:18][N:19]([C:21]([O:23][C:24]([CH3:27])([CH3:26])[CH3:25])=[O:22])[CH2:20][C@@H:15]2[CH2:14]1.C(N(CC)CC)C.O. Product: [CH:28]([C@H:17]1[N:16]2[CH2:41][C@@H:13]([NH:12][C:2]([O:4][CH2:5][C:6]3[CH:11]=[CH:10][CH:9]=[CH:8][CH:7]=3)=[O:3])[CH2:14][C@H:15]2[CH2:20][N:19]([C:21]([O:23][C:24]([CH3:27])([CH3:26])[CH3:25])=[O:22])[CH2:18]1)([C:35]1[CH:36]=[CH:37][CH:38]=[CH:39][CH:40]=1)[C:29]1[CH:34]=[CH:33][CH:32]=[CH:31][CH:30]=1. The catalyst class is: 4. (3) Reactant: [CH3:1][O:2][C:3]([C:5]1[N:6]([S:11]([C:14]2[CH:19]=[CH:18][C:17]([CH3:20])=[CH:16][CH:15]=2)(=[O:13])=[O:12])[CH:7]=[C:8](I)[CH:9]=1)=[O:4].[B:21]1([B:21]2[O:25][C:24]([CH3:27])([CH3:26])[C:23]([CH3:29])([CH3:28])[O:22]2)[O:25][C:24]([CH3:27])([CH3:26])[C:23]([CH3:29])([CH3:28])[O:22]1. Product: [CH3:1][O:2][C:3]([C:5]1[N:6]([S:11]([C:14]2[CH:19]=[CH:18][C:17]([CH3:20])=[CH:16][CH:15]=2)(=[O:13])=[O:12])[CH:7]=[C:8]([B:21]2[O:25][C:24]([CH3:27])([CH3:26])[C:23]([CH3:29])([CH3:28])[O:22]2)[CH:9]=1)=[O:4]. The catalyst class is: 151. (4) Reactant: [C:1]([O:5][C:6]([N:8]1[CH2:13][CH2:12][C:11]([CH2:17][C:18]2[CH:23]=[CH:22][C:21]([C:24]3[CH:29]=[CH:28][CH:27]=[CH:26][CH:25]=3)=[CH:20][CH:19]=2)([C:14](O)=[O:15])[CH2:10][CH2:9]1)=[O:7])([CH3:4])([CH3:3])[CH3:2].[CH:30]1([CH2:36][NH2:37])[CH2:35][CH2:34][CH2:33][CH2:32][CH2:31]1.C(N(C(C)C)CC)(C)C.CN(C(ON1N=NC2C=CC=CC1=2)=[N+](C)C)C.F[P-](F)(F)(F)(F)F. Product: [C:1]([O:5][C:6]([N:8]1[CH2:13][CH2:12][C:11]([CH2:17][C:18]2[CH:19]=[CH:20][C:21]([C:24]3[CH:25]=[CH:26][CH:27]=[CH:28][CH:29]=3)=[CH:22][CH:23]=2)([C:14](=[O:15])[NH:37][CH2:36][CH:30]2[CH2:35][CH2:34][CH2:33][CH2:32][CH2:31]2)[CH2:10][CH2:9]1)=[O:7])([CH3:4])([CH3:2])[CH3:3]. The catalyst class is: 39. (5) Reactant: C(=O)([O-])[O-].[K+].[K+].[CH3:7][O:8][C:9]1[CH:14]=[CH:13][C:12]([NH2:15])=[CH:11][CH:10]=1.[CH:16]1[C:25]2[C:20](=[CH:21][CH:22]=[CH:23][CH:24]=2)[CH:19]=[CH:18][C:17]=1[O:26][CH2:27][CH2:28][CH2:29]Cl. Product: [CH3:7][O:8][C:9]1[CH:14]=[CH:13][C:12]([NH:15][CH2:29][CH2:28][CH2:27][O:26][C:17]2[CH:18]=[CH:19][C:20]3[C:25](=[CH:24][CH:23]=[CH:22][CH:21]=3)[CH:16]=2)=[CH:11][CH:10]=1. The catalyst class is: 18. (6) Reactant: [NH2:1][C:2]1[S:3][C:4]2[C:9](=[O:10])[NH:8][C:7](=[S:11])[NH:6][C:5]=2[N:12]=1.[F:13][C:14]1[C:21]([F:22])=[CH:20][CH:19]=[CH:18][C:15]=1[CH2:16]Br. Product: [NH2:1][C:2]1[S:3][C:4]2[C:9](=[O:10])[N:8]=[C:7]([S:11][CH2:16][C:15]3[CH:18]=[CH:19][CH:20]=[C:21]([F:22])[C:14]=3[F:13])[NH:6][C:5]=2[N:12]=1. The catalyst class is: 16. (7) Reactant: [F:1][C:2]([F:21])([F:20])[C:3]([OH:19])([CH2:16][CH:17]=[CH2:18])[C:4]#[C:5][Si:6]([CH:13]([CH3:15])[CH3:14])([CH:10]([CH3:12])[CH3:11])[CH:7]([CH3:9])[CH3:8].[H-].[Na+].[N+:24]([C:27]1[CH:35]=[CH:34][C:30]([C:31](Cl)=[O:32])=[CH:29][CH:28]=1)([O-:26])=[O:25]. Product: [N+:24]([C:27]1[CH:28]=[CH:29][C:30]([C:31]([O:19][C:3]([C:2]([F:1])([F:20])[F:21])([C:4]#[C:5][Si:6]([CH:13]([CH3:14])[CH3:15])([CH:10]([CH3:11])[CH3:12])[CH:7]([CH3:8])[CH3:9])[CH2:16][CH:17]=[CH2:18])=[O:32])=[CH:34][CH:35]=1)([O-:26])=[O:25]. The catalyst class is: 18. (8) Reactant: [NH:1]1[C:9]2[C:4](=[CH:5][CH:6]=[CH:7][CH:8]=2)[C:3](/[CH:10]=[CH:11]/[C:12]2[CH:17]=[CH:16][CH:15]=[CH:14][C:13]=2[N:18]2[CH:22]=[CH:21][C:20]([CH:23]=[O:24])=[CH:19]2)=[N:2]1.[BH4-].[Na+].O. Product: [NH:1]1[C:9]2[C:4](=[CH:5][CH:6]=[CH:7][CH:8]=2)[C:3](/[CH:10]=[CH:11]/[C:12]2[CH:17]=[CH:16][CH:15]=[CH:14][C:13]=2[N:18]2[CH:22]=[CH:21][C:20]([CH2:23][OH:24])=[CH:19]2)=[N:2]1. The catalyst class is: 5.